Dataset: NCI-60 drug combinations with 297,098 pairs across 59 cell lines. Task: Regression. Given two drug SMILES strings and cell line genomic features, predict the synergy score measuring deviation from expected non-interaction effect. (1) Drug 1: C1CN(P(=O)(OC1)NCCCl)CCCl. Drug 2: CC(C)CN1C=NC2=C1C3=CC=CC=C3N=C2N. Cell line: SF-268. Synergy scores: CSS=1.90, Synergy_ZIP=-1.89, Synergy_Bliss=-0.246, Synergy_Loewe=-2.92, Synergy_HSA=-2.85. (2) Drug 1: C1=CN(C=N1)CC(O)(P(=O)(O)O)P(=O)(O)O. Drug 2: C1=NC2=C(N1)C(=S)N=CN2. Cell line: SK-MEL-5. Synergy scores: CSS=13.5, Synergy_ZIP=-7.32, Synergy_Bliss=-2.84, Synergy_Loewe=-7.20, Synergy_HSA=-1.57. (3) Drug 1: CCCCC(=O)OCC(=O)C1(CC(C2=C(C1)C(=C3C(=C2O)C(=O)C4=C(C3=O)C=CC=C4OC)O)OC5CC(C(C(O5)C)O)NC(=O)C(F)(F)F)O. Drug 2: CCC1(C2=C(COC1=O)C(=O)N3CC4=CC5=C(C=CC(=C5CN(C)C)O)N=C4C3=C2)O.Cl. Cell line: KM12. Synergy scores: CSS=46.7, Synergy_ZIP=-6.12, Synergy_Bliss=-5.51, Synergy_Loewe=-0.555, Synergy_HSA=1.23. (4) Drug 1: CC1C(C(CC(O1)OC2CC(CC3=C2C(=C4C(=C3O)C(=O)C5=C(C4=O)C(=CC=C5)OC)O)(C(=O)C)O)N)O.Cl. Drug 2: CN(C)N=NC1=C(NC=N1)C(=O)N. Cell line: SK-OV-3. Synergy scores: CSS=6.84, Synergy_ZIP=-5.21, Synergy_Bliss=-0.0300, Synergy_Loewe=-9.26, Synergy_HSA=1.11. (5) Drug 1: CCCS(=O)(=O)NC1=C(C(=C(C=C1)F)C(=O)C2=CNC3=C2C=C(C=N3)C4=CC=C(C=C4)Cl)F. Drug 2: C1C(C(OC1N2C=NC(=NC2=O)N)CO)O. Cell line: RXF 393. Synergy scores: CSS=17.9, Synergy_ZIP=-0.117, Synergy_Bliss=2.83, Synergy_Loewe=4.62, Synergy_HSA=6.06.